Dataset: Experimentally validated miRNA-target interactions with 360,000+ pairs, plus equal number of negative samples. Task: Binary Classification. Given a miRNA mature sequence and a target amino acid sequence, predict their likelihood of interaction. (1) The miRNA is hsa-miR-181b-5p with sequence AACAUUCAUUGCUGUCGGUGGGU. The protein sequence of the target gene is MGTTAPGPIHLLELCDQKLMEFLCNMDNKDLVWLEEIQEEAERMFTREFSKEPELMPKTPSQKNRRKKRRISYVQDENRDPIRRRLSRRKSRSSQLSSRRLRSKDSVEKLATVVGENGSVLRRVTRAAAAAAAATMALAAPSSPTPESPTMLTKKPEDNHTQCQLVPVVEIGISERQNAEQHVTQLMSTEPLPRTLSPTPASATAPTSQGIPTSDEESTPKKSKARILESITVSSLMATPQDPKGQGVGTGRSASKLRIAQVSPGPRDSPAFPDSPWRERVLAPILPDNFSTPTGSRTDS.... Result: 1 (interaction). (2) The miRNA is hsa-miR-6869-5p with sequence GUGAGUAGUGGCGCGCGGCGGC. The protein sequence of the target gene is MSSDSEMAIFGEAAPFLRKSERERIEAQNKPFDAKTSVFVVDPKESFVKATVQSREGGKVTAKTEAGATVTVKDDQVFPMNPPKYDKIEDMAMMTHLHEPAVLYNLKERYAAWMIYTYSGLFCVTVNPYKWLPVYNAEVVTAYRGKKRQEAPPHIFSISDNAYQFMLTDRENQSILITGESGAGKTVNTKRVIQYFATIAVTGEKKKEEVTSGKMQGTLEDQIISANPLLEAFGNAKTVRNDNSSRFGKFIRIHFGTTGKLASADIETYLLEKSRVTFQLKAERSYHIFYQIMSNKKPDL.... Result: 0 (no interaction). (3) The miRNA is mmu-miR-299a-5p with sequence UGGUUUACCGUCCCACAUACAU. The protein sequence of the target gene is MVFAPGEKPGNEPEEVKLQNASKQIVQNAILQAVQQVSQESQRREERISDNRDHIQLGVGELTKKHEKK. Result: 0 (no interaction). (4) The miRNA is hsa-miR-92a-3p with sequence UAUUGCACUUGUCCCGGCCUGU. The protein sequence of the target gene is MMADEEEEVKPILQKLQELVDQLYSFRDCYFETHSVEDAGRKQQDVQKEMEKTLQQMEEVVGSVQGKAQVLMLTGKALNVTPDYSPKAEELLSKAVKLEPELVEAWNQLGEVYWKKGDVAAAHTCFSGALTHCRNKVSLQNLSMVLRQLRTDTEDEHSHHVMDSVRQAKLAVQMDVHDGRSWYILGNSYLSLYFSTGQNPKISQQALSAYAQAEKVDRKASSNPDLHLNRATLHKYEESYGEALEGFSRAAALDPAWPEPRQREQQLLEFLDRLTSLLESKGKVKTKKLQSMLGSLRPAH.... Result: 1 (interaction). (5) The miRNA is hsa-miR-4784 with sequence UGAGGAGAUGCUGGGACUGA. The protein sequence of the target gene is MSGFLEGLRCSECIDWGEKRNTIASIAAGVLFFTGWWIIIDAAVIYPTMKDFNHSYHACGVIATIAFLMINAVSNGQVRGDSYSEGCLGQTGARIWLFVGFMLAFGSLIASMWILFGGYVAKEKDIVYPGIAVFFQNAFIFFGGLVFKFGRTEDLWQ. Result: 1 (interaction). (6) The miRNA is hsa-miR-4710 with sequence GGGUGAGGGCAGGUGGUU. Result: 0 (no interaction). The protein sequence of the target gene is MAQAHIRGSPCPLLPPGRMSWPHGALLLLWLFSPPLRAGGGGVAVTSAAGGGSPPATSCPAACSCSNQASRVICTRRELAEVPASIPVNTRYLNLQENSIQVIRTDTFKHLRHLEILQLSKNLVRKIEVGAFNGLPSLNTLELFDNRLTTVPTQAFEYLSKLRELWLRNNPIESIPSYAFNRVPSLRRLDLGELKRLEYISEAAFEGLVNLRYLNLGMCNLKDIPNLTALVRLEELELSGNRLDLIRPGSFQGLTSLRKLWLMHAQVATIERNAFDDLKSLEELNLSHNNLMSLPHDLFT.... (7) The miRNA is hsa-miR-99a-3p with sequence CAAGCUCGCUUCUAUGGGUCUG. The protein sequence of the target gene is MVSVINTVDTSHEDMIHDAQMDYYGTRLATCSSDRSVKIFDVRNGGQILIADLRGHEGPVWQVAWAHPMYGNILASCSYDRKVIIWREENGTWEKSHEHAGHDSSVNSVCWAPHDYGLILACGSSDGAISLLTYTGEGQWEVKKINNAHTIGCNAVSWAPAVVPGSLIDHPSGQKPNYIKRFASGGCDNLIKLWKEEEDGQWKEEQKLEAHSDWVRDVAWAPSIGLPTSTIASCSQDGRVFIWTCDDASSNTWSPKLLHKFNDVVWHVSWSITANILAVSGGDNKVTLWKESVDGQWVCI.... Result: 0 (no interaction).